Predict the reactants needed to synthesize the given product. From a dataset of Full USPTO retrosynthesis dataset with 1.9M reactions from patents (1976-2016). (1) Given the product [N:1]([C:2]1[CH:3]=[N:4][CH:5]=[CH:6][C:7]=1[C@H:8]1[CH2:13][C@@H:12]([NH:14][C:15](=[O:21])[O:16][C:17]([CH3:20])([CH3:19])[CH3:18])[C@@H:11]([S:22]([CH3:25])(=[O:24])=[O:23])[C@@H:10]([CH3:26])[CH2:9]1)=[C:27]=[S:28], predict the reactants needed to synthesize it. The reactants are: [NH2:1][C:2]1[CH:3]=[N:4][CH:5]=[CH:6][C:7]=1[C@H:8]1[CH2:13][C@@H:12]([NH:14][C:15](=[O:21])[O:16][C:17]([CH3:20])([CH3:19])[CH3:18])[C@@H:11]([S:22]([CH3:25])(=[O:24])=[O:23])[C@@H:10]([CH3:26])[CH2:9]1.[C:27](N1C=CN=C1)(N1C=CN=C1)=[S:28]. (2) Given the product [N:22]1[C:23]2[C:28](=[CH:27][CH:26]=[CH:25][CH:24]=2)[N:29]=[CH:30][C:21]=1[N:16]1[CH2:17][CH2:18][C:13]2([C:8](=[O:19])[NH:9][CH2:10][CH2:11][CH2:12]2)[CH2:14][CH2:15]1, predict the reactants needed to synthesize it. The reactants are: OC(C(F)(F)F)=O.[C:8]1(=[O:19])[C:13]2([CH2:18][CH2:17][NH:16][CH2:15][CH2:14]2)[CH2:12][CH2:11][CH2:10][NH:9]1.Cl[C:21]1[CH:30]=[N:29][C:28]2[C:23](=[CH:24][CH:25]=[CH:26][CH:27]=2)[N:22]=1.CCN(C(C)C)C(C)C. (3) Given the product [C:7]([Si:11]([C:17]1[CH:22]=[CH:21][CH:20]=[CH:19][CH:18]=1)([C:23]1[CH:28]=[CH:27][CH:26]=[CH:25][CH:24]=1)[O:12][CH2:13][CH2:14][C:15]([NH2:1])=[NH:16])([CH3:10])([CH3:8])[CH3:9], predict the reactants needed to synthesize it. The reactants are: [NH4+:1].[Cl-].C[Al](C)C.[C:7]([Si:11]([C:23]1[CH:28]=[CH:27][CH:26]=[CH:25][CH:24]=1)([C:17]1[CH:22]=[CH:21][CH:20]=[CH:19][CH:18]=1)[O:12][CH2:13][CH2:14][C:15]#[N:16])([CH3:10])([CH3:9])[CH3:8]. (4) The reactants are: [CH3:1][Si:2]([CH3:25])([CH3:24])[CH2:3][CH2:4][O:5][CH2:6][O:7][N:8]=[CH:9][CH2:10][C:11]1[C:16]([C:17](OC)=[O:18])=[N:15][CH:14]=[C:13]2[NH:21][CH:22]=[CH:23][C:12]=12.C([BH3-])#N.[Na+].CO.C(Cl)Cl. Given the product [CH3:1][Si:2]([CH3:25])([CH3:24])[CH2:3][CH2:4][O:5][CH2:6][O:7][N:8]1[C:17](=[O:18])[C:16]2[N:15]=[CH:14][C:13]3[NH:21][CH:22]=[CH:23][C:12]=3[C:11]=2[CH2:10][CH2:9]1, predict the reactants needed to synthesize it. (5) Given the product [C:8]([O:7][C:1](=[O:6])[CH2:2][CH2:3][CH2:4][CH2:5][C:22]1[C:23]([C:36]2[CH:41]=[CH:40][C:39]([F:42])=[CH:38][CH:37]=2)=[N:24][C:25]2[C:30]([N:31]=1)=[CH:29][C:28]([C:32]([O:34][CH3:35])=[O:33])=[CH:27][CH:26]=2)([CH3:11])([CH3:10])[CH3:9], predict the reactants needed to synthesize it. The reactants are: [C:1]([O:7][C:8]([CH3:11])([CH3:10])[CH3:9])(=[O:6])[CH2:2][CH2:3][CH:4]=[CH2:5].C12BC(CCC1)CCC2.Cl[C:22]1[C:23]([C:36]2[CH:41]=[CH:40][C:39]([F:42])=[CH:38][CH:37]=2)=[N:24][C:25]2[C:30]([N:31]=1)=[CH:29][C:28]([C:32]([O:34][CH3:35])=[O:33])=[CH:27][CH:26]=2.ClCCl.P([O-])([O-])([O-])=O.[K+].[K+].[K+]. (6) Given the product [CH3:1][C@@H:2]1[CH2:10][C:5]2([O:9][CH2:8][CH2:7][O:6]2)[CH2:4][C@@H:3]1[C:11]1[N:15]2[C:16]3[CH:22]=[CH:21][N:20]([CH2:32][O:31][CH2:30][CH2:29][Si:26]([CH3:28])([CH3:27])[CH3:25])[C:17]=3[N:18]=[CH:19][C:14]2=[N:13][N:12]=1, predict the reactants needed to synthesize it. The reactants are: [CH3:1][C@@H:2]1[CH2:10][C:5]2([O:9][CH2:8][CH2:7][O:6]2)[CH2:4][C@@H:3]1[C:11]1[N:15]2[C:16]3[CH:22]=[CH:21][NH:20][C:17]=3[N:18]=[CH:19][C:14]2=[N:13][N:12]=1.[H-].[Na+].[CH3:25][Si:26]([CH2:29][CH2:30][O:31][CH2:32]Cl)([CH3:28])[CH3:27].O. (7) Given the product [CH3:14][N:13]1[CH2:12][CH2:11][NH:10][CH2:9][C:8]1([CH3:16])[CH3:7], predict the reactants needed to synthesize it. The reactants are: [H-].[Al+3].[Li+].[H-].[H-].[H-].[CH3:7][C:8]1([CH3:16])[N:13]([CH3:14])[CH2:12][CH2:11][NH:10][C:9]1=O.